From a dataset of Full USPTO retrosynthesis dataset with 1.9M reactions from patents (1976-2016). Predict the reactants needed to synthesize the given product. (1) Given the product [NH:4]1[C:3]2[C:2](=[CH:8][C:7]([NH:30][C:31]3[C:32]4[C:37](=[CH:36][CH:35]=[CH:34][CH:33]=4)[N:28]=[C:20]([C:11]4[CH:12]=[N:13][C:14]5[C:19](=[CH:18][CH:17]=[CH:16][CH:15]=5)[N:10]=4)[N:51]=3)=[CH:6][CH:5]=2)[CH:1]=[N:9]1, predict the reactants needed to synthesize it. The reactants are: [C:1](#[N:9])[C:2]1[C:3](=[CH:5][CH:6]=[CH:7][CH:8]=1)[NH2:4].[N:10]1[C:19]2[C:14](=[CH:15][CH:16]=[CH:17][CH:18]=2)[N:13]=[CH:12][C:11]=1[C:20](Cl)=O.[OH-].[Na+].OO.Cl.[N:28]1[C:37]2[C:32](=[CH:33][CH:34]=[CH:35][CH:36]=2)[CH:31]=[N:30]C=1.P(Cl)(Cl)(Cl)=O.P(Cl)(Cl)(Cl)(Cl)Cl.ClC1C2C(=CC=CC=2)N=C[N:51]=1.C([O-])(=O)C.[K+].NC1C=C2C(=CC=1)NN=C2. (2) Given the product [OH:14][C:8]1[CH:7]=[CH:6][C:5]2[O:1][C:2](=[O:10])[NH:3][C:4]=2[CH:9]=1, predict the reactants needed to synthesize it. The reactants are: [O:1]1[C:5]2[CH:6]=[CH:7][CH:8]=[CH:9][C:4]=2[NH:3][C:2]1=[O:10].FC(F)(F)C(O)=[O:14]. (3) Given the product [NH2:12][CH2:15][CH2:1][C:3]1[NH:4][C:5]2[C:10]([CH:11]=1)=[CH:9][CH:8]=[CH:7][CH:6]=2, predict the reactants needed to synthesize it. The reactants are: [CH:1]([C:3]1[NH:4][C:5]2[C:10]([CH:11]=1)=[CH:9][CH:8]=[CH:7][CH:6]=2)=O.[N+:12]([CH3:15])([O-])=O. (4) Given the product [C:1]([O:5][C:6](=[O:23])[NH:7][C:8]1[CH:13]=[C:12]([O:14][C:15]2[N:16]=[C:17]3[S:24][C:25]([NH2:26])=[N:21][C:18]3=[CH:19][CH:20]=2)[CH:11]=[CH:10][C:9]=1[F:22])([CH3:4])([CH3:2])[CH3:3], predict the reactants needed to synthesize it. The reactants are: [C:1]([O:5][C:6](=[O:23])[NH:7][C:8]1[CH:13]=[C:12]([O:14][C:15]2[CH:20]=[CH:19][C:18]([NH2:21])=[CH:17][N:16]=2)[CH:11]=[CH:10][C:9]=1[F:22])([CH3:4])([CH3:3])[CH3:2].[S-:24][C:25]#[N:26].[K+].BrBr. (5) Given the product [C:9]([NH:12][C:13]1[CH:18]=[CH:17][C:16]([S:19]([N:35]2[C@@H:30]([CH3:29])[CH2:31][N:32]([CH2:37][C:38]([NH:40][C:41]3[CH:46]=[CH:45][CH:44]=[CH:43][C:42]=3[CH3:47])=[O:39])[CH2:33][C@H:34]2[CH3:36])(=[O:21])=[O:20])=[CH:15][CH:14]=1)(=[O:11])[CH3:10], predict the reactants needed to synthesize it. The reactants are: N1C(C)=CC=CC=1C.[C:9]([NH:12][C:13]1[CH:18]=[CH:17][C:16]([S:19](Cl)(=[O:21])=[O:20])=[CH:15][CH:14]=1)(=[O:11])[CH3:10].C(=O)([O-])[O-].[K+].[K+].[CH3:29][CH:30]1[NH:35][CH:34]([CH3:36])[CH2:33][N:32]([CH2:37][C:38]([NH:40][C:41]2[CH:46]=[CH:45][CH:44]=[CH:43][C:42]=2[CH3:47])=[O:39])[CH2:31]1. (6) Given the product [C:1]([N:4]([CH2:36][C:37]1[CH:38]=[CH:39][CH:40]=[CH:41][CH:42]=1)[C:5]1[CH:15]=[C:14]([C:16]2[C:25]3[C:20](=[CH:21][C:22]([O:31][CH2:32][CH3:33])=[C:23]4[O:28][C:27]([CH3:29])([CH3:30])[CH2:26][C:24]4=3)[CH2:19][C:18]([CH3:35])([CH3:34])[N:17]=2)[CH:13]=[CH:12][C:6]=1[C:7]([OH:9])=[O:8])(=[O:3])[CH3:2], predict the reactants needed to synthesize it. The reactants are: [C:1]([N:4]([CH2:36][C:37]1[CH:42]=[CH:41][CH:40]=[CH:39][CH:38]=1)[C:5]1[CH:15]=[C:14]([C:16]2[C:25]3[C:20](=[CH:21][C:22]([O:31][CH2:32][CH3:33])=[C:23]4[O:28][C:27]([CH3:30])([CH3:29])[CH2:26][C:24]4=3)[CH2:19][C:18]([CH3:35])([CH3:34])[N:17]=2)[CH:13]=[CH:12][C:6]=1[C:7]([O:9]CC)=[O:8])(=[O:3])[CH3:2].[OH-].[Na+]. (7) Given the product [Cl:14][C:15]1[C:16]([C:38]([O:40][CH2:41][CH3:2])=[O:39])=[CH:17][C:18]([F:37])=[C:19]([CH:36]=1)[O:20][CH2:21][CH:22]1[CH2:26][O:25][C:24]([CH3:28])([CH3:27])[N:23]1[C:29]([O:31][C:32]([CH3:34])([CH3:35])[CH3:33])=[O:30], predict the reactants needed to synthesize it. The reactants are: Cl[C:2]1C=C(F)C(F)=CC=1C(OC)=O.[Cl:14][C:15]1[C:16]([C:38]([O:40][CH3:41])=[O:39])=[CH:17][C:18]([F:37])=[C:19]([CH:36]=1)[O:20][CH2:21][CH:22]1[CH2:26][O:25][C:24]([CH3:28])([CH3:27])[N:23]1[C:29]([O:31][C:32]([CH3:35])([CH3:34])[CH3:33])=[O:30].